From a dataset of Full USPTO retrosynthesis dataset with 1.9M reactions from patents (1976-2016). Predict the reactants needed to synthesize the given product. (1) Given the product [F:27][C:2]([F:1])([F:26])[CH:3]([C:5]1[CH:10]=[CH:9][C:8]([N:11]2[CH2:24][CH2:23][C:13]3([CH2:14][CH2:15][C:16](=[O:17])[CH2:21][CH2:22]3)[C:12]2=[O:25])=[CH:7][CH:6]=1)[OH:4], predict the reactants needed to synthesize it. The reactants are: [F:1][C:2]([F:27])([F:26])[CH:3]([C:5]1[CH:10]=[CH:9][C:8]([N:11]2[CH2:24][CH2:23][C:13]3([CH2:22][CH2:21][C:16]4(OCC[O:17]4)[CH2:15][CH2:14]3)[C:12]2=[O:25])=[CH:7][CH:6]=1)[OH:4].Cl. (2) Given the product [F:12][C:4]1[C:5]([O:10][CH3:11])=[CH:6][C:7]([O:8][CH3:9])=[C:2]([F:1])[C:3]=1[N:13]1[CH2:18][C:17]2[CH:19]=[N:20][C:21]3[NH:25][C:24](=[O:32])[CH2:23][C:22]=3[C:16]=2[N:15]([CH2:26][CH3:27])[C:14]1=[O:28], predict the reactants needed to synthesize it. The reactants are: [F:1][C:2]1[C:7]([O:8][CH3:9])=[CH:6][C:5]([O:10][CH3:11])=[C:4]([F:12])[C:3]=1[N:13]1[CH2:18][C:17]2[CH:19]=[N:20][C:21]3[NH:25][CH:24]=[CH:23][C:22]=3[C:16]=2[N:15]([CH2:26][CH3:27])[C:14]1=[O:28].C([OH:32])(C)C.O.[Br-].[Br-].[Br-].[NH+]1C=CC=CC=1.[NH+]1C=CC=CC=1.[NH+]1C=CC=CC=1.C(O)(=O)C. (3) Given the product [C:7]([OH:9])(=[O:8])[C@@H:1]([C@H:2]([C:3]([OH:5])=[O:4])[OH:6])[OH:10], predict the reactants needed to synthesize it. The reactants are: [C@H:1]([OH:10])([C:7]([OH:9])=[O:8])[C@H:2]([OH:6])[C:3]([OH:5])=[O:4].N[C@@H](C(O)=O)C(S)(C)C.